Dataset: Catalyst prediction with 721,799 reactions and 888 catalyst types from USPTO. Task: Predict which catalyst facilitates the given reaction. (1) Reactant: [CH3:1][O:2][C:3]([CH:5](P(OC)(OC)=O)[NH:6][C:7]([O:9][CH2:10][C:11]1[CH:16]=[CH:15][CH:14]=[CH:13][CH:12]=1)=[O:8])=[O:4].[C:23]([CH2:27][CH:28]=O)([CH3:26])([CH3:25])[CH3:24].C1CCN2C(=NCCC2)CC1. Product: [CH3:1][O:2][C:3](=[O:4])[C:5]([NH:6][C:7]([O:9][CH2:10][C:11]1[CH:12]=[CH:13][CH:14]=[CH:15][CH:16]=1)=[O:8])=[CH:28][CH2:27][C:23]([CH3:26])([CH3:25])[CH3:24]. The catalyst class is: 76. (2) Reactant: [NH:1]1[CH:5]=[CH:4][C:3]([N:6]2[CH2:10][CH2:9][NH:8][C:7]2=[O:11])=[N:2]1.[H-].[Na+].CC1C=CC(S(O[CH2:25][C@H:26]2[CH2:31][CH2:30][C@H:29]([NH:32][C:33](=[O:45])[C:34]3[CH:39]=[C:38]([C:40]([F:43])([F:42])[F:41])[CH:37]=[CH:36][C:35]=3[Cl:44])[CH2:28][CH2:27]2)(=O)=O)=CC=1. Product: [Cl:44][C:35]1[CH:36]=[CH:37][C:38]([C:40]([F:41])([F:42])[F:43])=[CH:39][C:34]=1[C:33]([NH:32][C@H:29]1[CH2:30][CH2:31][C@H:26]([CH2:25][N:1]2[CH:5]=[CH:4][C:3]([N:6]3[CH2:10][CH2:9][NH:8][C:7]3=[O:11])=[N:2]2)[CH2:27][CH2:28]1)=[O:45]. The catalyst class is: 10. (3) Product: [CH3:1][O:2][C:3](=[O:13])[CH2:4][CH:5]1[CH2:10][CH2:9][CH2:8][C:7]([CH3:11])([CH3:12])[CH2:6]1. Reactant: [CH3:1][O:2][C:3](=[O:13])[CH:4]=[C:5]1[CH2:10][CH2:9][CH2:8][C:7]([CH3:12])([CH3:11])[CH2:6]1. The catalyst class is: 50. (4) Reactant: [F:1][C:2]1[CH:7]=[C:6]([C:8]([F:11])([F:10])[F:9])[CH:5]=[CH:4][C:3]=1[CH2:12][NH:13][C:14]1[O:23][C:22](=[O:24])[C:21]2[C:20](=[O:25])OC(C)(C)[O:17][C:16]=2[CH:15]=1.ClC1OC(=O)C2C(=O)[O:34][C:33]([CH3:42])(C)[O:32]C=2C=1.C([N:46](CC)C(C)C)(C)C.[F:52][C:53]1[CH:60]=[C:59]([C:61]([F:64])([F:63])[F:62])[CH:58]=[CH:57][C:54]=1[CH2:55][NH2:56].[CH3:65][OH:66]. The catalyst class is: 22. Product: [F:52][C:53]1[CH:60]=[C:59]([C:61]([F:62])([F:63])[F:64])[CH:58]=[CH:57][C:54]=1[CH2:55][N:56]1[C:65]([OH:66])=[C:15]([C:14]([NH:13][CH2:12][C:3]2[CH:4]=[CH:5][C:6]([C:8]([F:11])([F:9])[F:10])=[CH:7][C:2]=2[F:1])=[O:23])[C:16]([OH:17])=[C:21]([C:20]([NH:46][CH2:42][C:33]([OH:34])=[O:32])=[O:25])[C:22]1=[O:24]. (5) Reactant: C(N(S(F)(F)[F:7])CC)C.O[C:11]([CH3:34])([CH3:33])[CH2:12][CH:13]1[CH2:17][CH2:16][N:15]([CH2:18][CH2:19][C:20]2[CH:25]=[CH:24][CH:23]=[CH:22][C:21]=2[N:26]2[CH2:31][CH2:30][CH2:29][CH2:28][C:27]2=[O:32])[CH2:14]1.O. Product: [F:7][C:11]([CH3:34])([CH3:33])[CH2:12][CH:13]1[CH2:17][CH2:16][N:15]([CH2:18][CH2:19][C:20]2[CH:25]=[CH:24][CH:23]=[CH:22][C:21]=2[N:26]2[CH2:31][CH2:30][CH2:29][CH2:28][C:27]2=[O:32])[CH2:14]1. The catalyst class is: 4. (6) Reactant: [NH2:1][C:2]12[CH2:9][CH2:8][C:5]([C:10]([O:12][CH2:13][CH3:14])=[O:11])([CH2:6][CH2:7]1)[C:4](=[O:15])[CH2:3]2.[BH4-].[Na+]. Product: [NH2:1][C:2]12[CH2:7][CH2:6][C:5]([C:10]([O:12][CH2:13][CH3:14])=[O:11])([CH2:8][CH2:9]1)[CH:4]([OH:15])[CH2:3]2. The catalyst class is: 14.